This data is from Catalyst prediction with 721,799 reactions and 888 catalyst types from USPTO. The task is: Predict which catalyst facilitates the given reaction. (1) Reactant: [CH3:1][C:2]1[CH2:3][C:4](=O)[NH:5][CH:6]([C:9]2[CH:14]=[CH:13][CH:12]=[CH:11][C:10]=2[CH3:15])[C:7]=1[CH3:8]. Product: [CH3:1][C:2]1[CH2:3][CH2:4][NH:5][CH:6]([C:9]2[CH:14]=[CH:13][CH:12]=[CH:11][C:10]=2[CH3:15])[C:7]=1[CH3:8]. The catalyst class is: 1. (2) Reactant: [F:1][C:2]([F:27])([F:26])[C:3]1[CH:8]=[CH:7][C:6]([NH:9][C:10](=[O:25])[NH:11][CH:12]2[CH2:17][CH2:16][N:15](C(OC(C)(C)C)=O)[CH2:14][CH2:13]2)=[CH:5][CH:4]=1. Product: [NH:15]1[CH2:16][CH2:17][CH:12]([NH:11][C:10]([NH:9][C:6]2[CH:7]=[CH:8][C:3]([C:2]([F:1])([F:26])[F:27])=[CH:4][CH:5]=2)=[O:25])[CH2:13][CH2:14]1. The catalyst class is: 240. (3) Reactant: Cl.Cl.[C:3]1([C:15]2[CH:20]=[CH:19][CH:18]=[CH:17][CH:16]=2)[CH:8]=[CH:7][CH:6]=[CH:5][C:4]=1[N:9]1[CH2:14][CH2:13][NH:12][CH2:11][CH2:10]1.Cl[C:22]1[N:23]([CH3:35])[C:24](=[O:34])[CH:25]=[C:26]([C:28]2[CH:33]=[CH:32][N:31]=[CH:30][N:29]=2)[N:27]=1.C(N(CC)CC)C. Product: [C:3]1([C:15]2[CH:16]=[CH:17][CH:18]=[CH:19][CH:20]=2)[CH:8]=[CH:7][CH:6]=[CH:5][C:4]=1[N:9]1[CH2:10][CH2:11][N:12]([C:22]2[N:23]([CH3:35])[C:24](=[O:34])[CH:25]=[C:26]([C:28]3[CH:33]=[CH:32][N:31]=[CH:30][N:29]=3)[N:27]=2)[CH2:13][CH2:14]1. The catalyst class is: 7. (4) Reactant: [CH:1]1[C:14]2[C:5](=[CH:6][C:7]3[C:12]([C:13]=2[C:15]2[CH:16]=[N:17][CH:18]=[N:19][CH:20]=2)=[CH:11][CH:10]=[CH:9][CH:8]=3)[CH:4]=[CH:3][CH:2]=1.C1C(=O)N([Br:28])C(=O)C1. Product: [Br:28][C:6]1[C:7]2[C:12](=[CH:11][CH:10]=[CH:9][CH:8]=2)[C:13]([C:15]2[CH:16]=[N:17][CH:18]=[N:19][CH:20]=2)=[C:14]2[C:5]=1[CH:4]=[CH:3][CH:2]=[CH:1]2. The catalyst class is: 2. (5) Reactant: C(=O)([O-])[O-].[Cs+].[Cs+].[C:7]1([CH2:13][C:14]([OH:16])=[O:15])[CH:12]=[CH:11][CH:10]=[CH:9][CH:8]=1.Cl[CH2:18][C:19]([C:21]1[CH:31]=[CH:30][C:24]2[O:25][CH2:26][C:27](=[O:29])[NH:28][C:23]=2[CH:22]=1)=O.O. Product: [O:15]=[C:14]1[O:16][CH2:18][C:19]([C:21]2[CH:31]=[CH:30][C:24]3[O:25][CH2:26][C:27](=[O:29])[NH:28][C:23]=3[CH:22]=2)=[C:13]1[C:7]1[CH:12]=[CH:11][CH:10]=[CH:9][CH:8]=1. The catalyst class is: 21.